From a dataset of Catalyst prediction with 721,799 reactions and 888 catalyst types from USPTO. Predict which catalyst facilitates the given reaction. (1) Reactant: [NH2:1][C:2]1[N:6]([C:7]2[CH:12]=[CH:11][C:10]([F:13])=[CH:9][CH:8]=2)[N:5]=[CH:4][C:3]=1[C:14]([C:16]1[CH:21]=[CH:20][CH:19]=[C:18]([OH:22])[CH:17]=1)=[O:15].[CH3:23][O:24][C:25](=[O:28])[CH2:26]Br.C([O-])([O-])=O.[K+].[K+]. Product: [CH3:23][O:24][C:25](=[O:28])[CH2:26][O:22][C:18]1[CH:19]=[CH:20][CH:21]=[C:16]([C:14]([C:3]2[CH:4]=[N:5][N:6]([C:7]3[CH:12]=[CH:11][C:10]([F:13])=[CH:9][CH:8]=3)[C:2]=2[NH2:1])=[O:15])[CH:17]=1. The catalyst class is: 5. (2) Reactant: [CH3:1][C:2]1[CH:3]=[C:4]([CH:24]=[CH:25][CH:26]=1)[O:5][C:6]1[CH:11]=[CH:10][C:9]([C:12]2[C:17]3=[N:18][S:19](=[O:23])(=[O:22])[CH2:20][CH2:21][N:16]3[CH:15]=[CH:14][CH:13]=2)=[CH:8][CH:7]=1. Product: [CH3:1][C:2]1[CH:3]=[C:4]([CH:24]=[CH:25][CH:26]=1)[O:5][C:6]1[CH:7]=[CH:8][C:9]([CH:12]2[C:17]3=[N:18][S:19](=[O:22])(=[O:23])[CH2:20][CH2:21][N:16]3[CH2:15][CH2:14][CH2:13]2)=[CH:10][CH:11]=1. The catalyst class is: 609. (3) Reactant: CC1C=CC(S([O:11][CH2:12][C@H:13]2[O:18][C@@:17]3([C:26]4[C:21](=[CH:22][C:23]([Cl:36])=[C:24]([CH2:27][C:28]5[CH:33]=[CH:32][C:31]([CH2:34][CH3:35])=[CH:30][CH:29]=5)[CH:25]=4)[CH2:20][O:19]3)[C@H:16]([OH:37])[C@@H:15]([OH:38])[C@@H:14]2[OH:39])(=O)=O)=CC=1.[C:40]([O-])(=[O:42])[CH3:41].[Na+].O. Product: [C:40]([O:11][CH2:12][C@H:13]1[O:18][C@@:17]2([C:26]3[C:21](=[CH:22][C:23]([Cl:36])=[C:24]([CH2:27][C:28]4[CH:35]=[CH:34][C:31]([CH2:32][CH3:33])=[CH:30][CH:29]=4)[CH:25]=3)[CH2:20][O:19]2)[C@H:16]([OH:37])[C@@H:15]([OH:38])[C@@H:14]1[OH:39])(=[O:42])[CH3:41]. The catalyst class is: 3. (4) Reactant: [F:1][C:2]([F:41])([F:40])[C:3]1[CH:4]=[C:5]([C@H:13]([OH:39])[C@@H:14]([NH:16][CH2:17][C:18]2[CH:23]=[C:22]([C:24]([F:27])([F:26])[F:25])[CH:21]=[CH:20][C:19]=2[C:28]2[CH:33]=[C:32]([CH:34]([CH3:36])[CH3:35])[CH:31]=[CH:30][C:29]=2[O:37][CH3:38])[CH3:15])[CH:6]=[C:7]([C:9]([F:12])([F:11])[F:10])[CH:8]=1.[O:42](C(OC(C)(C)C)=O)[C:43]([O:45][C:46]([CH3:49])([CH3:48])[CH3:47])=O. Product: [F:1][C:2]([F:40])([F:41])[C:3]1[CH:4]=[C:5]([C@H:13]([OH:39])[C@@H:14]([N:16]([CH2:17][C:18]2[CH:23]=[C:22]([C:24]([F:25])([F:26])[F:27])[CH:21]=[CH:20][C:19]=2[C:28]2[CH:33]=[C:32]([CH:34]([CH3:35])[CH3:36])[CH:31]=[CH:30][C:29]=2[O:37][CH3:38])[C:43](=[O:42])[O:45][C:46]([CH3:49])([CH3:48])[CH3:47])[CH3:15])[CH:6]=[C:7]([C:9]([F:11])([F:10])[F:12])[CH:8]=1. The catalyst class is: 2. (5) Reactant: F[C:2]1[CH:3]=[N:4][CH:5]=[CH:6][C:7]=1[C:8]1[O:9][C:10]2[CH:16]=[CH:15][C:14]([C:17]([F:20])([F:19])[F:18])=[CH:13][C:11]=2[N:12]=1.C(=O)([O-])[O-].[K+].[K+].[CH2:27]([OH:31])[CH2:28][CH2:29][CH3:30]. The catalyst class is: 6. Product: [CH2:27]([O:31][C:2]1[CH:3]=[N:4][CH:5]=[CH:6][C:7]=1[C:8]1[O:9][C:10]2[CH:16]=[CH:15][C:14]([C:17]([F:20])([F:19])[F:18])=[CH:13][C:11]=2[N:12]=1)[CH2:28][CH2:29][CH3:30]. (6) Reactant: [H-].[Na+].[Cl:3][C:4]1[C:12]2[NH:11][C:10]3[CH2:13][CH2:14][N:15]([C:18]([O:20][C:21]([CH3:24])([CH3:23])[CH3:22])=[O:19])[CH2:16][CH2:17][C:9]=3[C:8]=2[CH:7]=[C:6]([Cl:25])[CH:5]=1.Br[CH2:27][CH2:28][O:29][C:30]1[CH:35]=[CH:34][CH:33]=[CH:32][CH:31]=1. Product: [Cl:3][C:4]1[C:12]2[N:11]([CH2:27][CH2:28][O:29][C:30]3[CH:35]=[CH:34][CH:33]=[CH:32][CH:31]=3)[C:10]3[CH2:13][CH2:14][N:15]([C:18]([O:20][C:21]([CH3:22])([CH3:24])[CH3:23])=[O:19])[CH2:16][CH2:17][C:9]=3[C:8]=2[CH:7]=[C:6]([Cl:25])[CH:5]=1. The catalyst class is: 3.